Dataset: Reaction yield outcomes from USPTO patents with 853,638 reactions. Task: Predict the reaction yield, written as a fraction of the theoretical maximum amount of product (1.0 means a 100% yield; for example, 0.34 means a 34% yield). (1) The reactants are [CH3:1][O:2][C:3]1[CH:4]=[C:5]([CH2:9][CH2:10][NH2:11])[CH:6]=[CH:7][CH:8]=1.C(N(CC)CC)C.[F:19][C:20]([F:33])([F:32])[C:21]([N:23]1[CH2:28][CH2:27][CH:26]([C:29](Cl)=[O:30])[CH2:25][CH2:24]1)=[O:22]. The catalyst is C(Cl)Cl. The product is [CH3:1][O:2][C:3]1[CH:4]=[C:5]([CH2:9][CH2:10][NH:11][C:29]([CH:26]2[CH2:25][CH2:24][N:23]([C:21](=[O:22])[C:20]([F:33])([F:19])[F:32])[CH2:28][CH2:27]2)=[O:30])[CH:6]=[CH:7][CH:8]=1. The yield is 0.850. (2) The reactants are [H-].[Na+].[F:3][C:4]1[CH:5]=[C:6]2[C:10](=[C:11]([C:13]3[CH:18]=[CH:17][C:16]([NH:19][S:20]([CH3:23])(=[O:22])=[O:21])=[CH:15][CH:14]=3)[CH:12]=1)[NH:9][CH:8]=[C:7]2[CH3:24].[Cl:25][C:26]1[CH:33]=[C:32]([Cl:34])[CH:31]=[CH:30][C:27]=1[CH2:28]Cl. The catalyst is CN(C=O)C. The product is [Cl:25][C:26]1[CH:33]=[C:32]([Cl:34])[CH:31]=[CH:30][C:27]=1[CH2:28][N:9]1[C:10]2[C:6](=[CH:5][C:4]([F:3])=[CH:12][C:11]=2[C:13]2[CH:18]=[CH:17][C:16]([NH:19][S:20]([CH3:23])(=[O:21])=[O:22])=[CH:15][CH:14]=2)[C:7]([CH3:24])=[CH:8]1. The yield is 0.300. (3) The reactants are [F:1][C:2]1[CH:7]=[CH:6][CH:5]=[C:4]([F:8])[C:3]=1[N:9]1[C:14]2[N:15]=[C:16]([S:29][CH3:30])[N:17]=C(C3C=C(C=CC=3C)C(O)=O)[C:13]=2[CH2:12][NH:11][C:10]1=[O:31].C1C=C(Cl)C=C(C(OO)=[O:40])C=1.CCOC(C)=O.CCCCCC.[CH2:55]([Cl:57])Cl. No catalyst specified. The product is [Cl:57][C:55]1[N:17]=[C:16]([S:29]([CH3:30])=[O:40])[N:15]=[C:14]2[N:9]([C:3]3[C:2]([F:1])=[CH:7][CH:6]=[CH:5][C:4]=3[F:8])[C:10](=[O:31])[NH:11][CH2:12][C:13]=12. The yield is 0.880. (4) The reactants are [C:1]([O:5][C:6](=[O:20])[NH:7][C@@H:8]1[C:14](=[O:15])[NH:13][C:12]2[CH:16]=[CH:17][CH:18]=[CH:19][C:11]=2[NH:10][CH2:9]1)([CH3:4])([CH3:3])[CH3:2].[C:21]([C:23]1[CH:31]=[CH:30][C:26]([C:27](O)=[O:28])=[CH:25][CH:24]=1)#[N:22].O=P(Cl)(Cl)Cl. The catalyst is N1C=CC=CC=1.O. The product is [C:21]([C:23]1[CH:31]=[CH:30][C:26]([C:27]([N:10]2[CH2:9][C@H:8]([NH:7][C:6](=[O:20])[O:5][C:1]([CH3:4])([CH3:2])[CH3:3])[C:14](=[O:15])[NH:13][C:12]3[CH:16]=[CH:17][CH:18]=[CH:19][C:11]2=3)=[O:28])=[CH:25][CH:24]=1)#[N:22]. The yield is 0.580. (5) The reactants are [CH3:1][S:2]([OH:5])(=[O:4])=[O:3].C(OC([NH:13][C@@H:14]([CH2:30][C:31]1[CH:36]=[CH:35][C:34]([OH:37])=[C:33]([OH:38])[CH:32]=1)[C:15]([O:17][CH2:18][C@H:19]([O:21][C:22]([C:24]1[CH:29]=[CH:28][CH:27]=[CH:26][CH:25]=1)=[O:23])[CH3:20])=[O:16])=O)(C)(C)C.C(OC)(C)(C)C. The catalyst is O1CCOCC1. The product is [S:2]([OH:5])(=[O:4])(=[O:3])[CH3:1].[NH2:13][C@@H:14]([CH2:30][C:31]1[CH:36]=[CH:35][C:34]([OH:37])=[C:33]([OH:38])[CH:32]=1)[C:15]([O:17][CH2:18][C@H:19]([O:21][C:22]([C:24]1[CH:29]=[CH:28][CH:27]=[CH:26][CH:25]=1)=[O:23])[CH3:20])=[O:16]. The yield is 0.540. (6) The reactants are Br[C:2]1[CH:7]=[CH:6][CH:5]=[CH:4][C:3]=1[C:8]1[CH:13]=[CH:12][C:11]([CH2:14][N:15]2[C:23]3[C:18](=[CH:19][CH:20]=[CH:21][CH:22]=3)[CH:17]=[C:16]2[CH3:24])=[CH:10][CH:9]=1.[CH3:25][N:26]1[CH2:31][CH2:30][NH:29][CH2:28][CH2:27]1.C1(P(C2C=CC=CC=2)C2C=CC3C(=CC=CC=3)C=2C2C3C(=CC=CC=3)C=CC=2P(C2C=CC=CC=2)C2C=CC=CC=2)C=CC=CC=1.CC(C)([O-])C.[Na+]. The catalyst is C1(C)C=CC=CC=1.C([O-])(=O)C.[Pd+2].C([O-])(=O)C. The product is [CH3:24][C:16]1[N:15]([CH2:14][C:11]2[CH:12]=[CH:13][C:8]([C:3]3[CH:4]=[CH:5][CH:6]=[CH:7][C:2]=3[N:29]3[CH2:30][CH2:31][N:26]([CH3:25])[CH2:27][CH2:28]3)=[CH:9][CH:10]=2)[C:23]2[C:18]([CH:17]=1)=[CH:19][CH:20]=[CH:21][CH:22]=2. The yield is 0.270.